Dataset: Kinase inhibitor binding affinity data with 442 proteins and 68 drugs (Kd values). Task: Regression. Given a target protein amino acid sequence and a drug SMILES string, predict the binding affinity score between them. We predict pKd (pKd = -log10(Kd in M); higher means stronger binding). Dataset: davis. (1) The drug is O=C(c1ccc(C=Cc2n[nH]c3ccccc23)cc1)N1CCNCC1. The target protein (MEK1) has sequence MPKKKPTPIQLNPAPDGSAVNGTSSAETNLEALQKKLEELELDEQQRKRLEAFLTQKQKVGELKDDDFEKISELGAGNGGVVFKVSHKPSGLVMARKLIHLEIKPAIRNQIIRELQVLHECNSPYIVGFYGAFYSDGEISICMEHMDGGSLDQVLKKAGRIPEQILGKVSIAVIKGLTYLREKHKIMHRDVKPSNILVNSRGEIKLCDFGVSGQLIDSMANSFVGTRSYMSPERLQGTHYSVQSDIWSMGLSLVEMAVGRYPIPPPDAKELELMFGCQVEGDAAETPPRPRTPGRPLSSYGMDSRPPMAIFELLDYIVNEPPPKLPSGVFSLEFQDFVNKCLIKNPAERADLKQLMVHAFIKRSDAEEVDFAGWLCSTIGLNQPSTPTHAAGV. The pKd is 6.3. (2) The compound is CNC(=O)c1cc(Oc2ccc(NC(=O)Nc3ccc(Cl)c(C(F)(F)F)c3)cc2)ccn1. The target protein is PFCDPK1(Pfalciparum). The pKd is 6.7.